This data is from Catalyst prediction with 721,799 reactions and 888 catalyst types from USPTO. The task is: Predict which catalyst facilitates the given reaction. Reactant: [Cl:1][C:2]1[CH:40]=[CH:39][C:5]([CH2:6][N:7]2[C:15]3[C:10](=[N:11][C:12]([C:22]([O:24]C)=[O:23])=[N:13][C:14]=3[NH:16][C@@H:17]([CH:19]3[CH2:21][CH2:20]3)[CH3:18])[N:9]=[C:8]2[C:26]2[CH:37]=[C:36]([CH3:38])[CH:35]=[CH:34][C:27]=2[O:28][CH2:29][CH2:30][C:31]([OH:33])=[O:32])=[CH:4][CH:3]=1.[OH-].[Li+]. Product: [C:31]([CH2:30][CH2:29][O:28][C:27]1[CH:34]=[CH:35][C:36]([CH3:38])=[CH:37][C:26]=1[C:8]1[N:7]([CH2:6][C:5]2[CH:4]=[CH:3][C:2]([Cl:1])=[CH:40][CH:39]=2)[C:15]2[C:10](=[N:11][C:12]([C:22]([OH:24])=[O:23])=[N:13][C:14]=2[NH:16][C@@H:17]([CH:19]2[CH2:21][CH2:20]2)[CH3:18])[N:9]=1)([OH:33])=[O:32]. The catalyst class is: 87.